From a dataset of Reaction yield outcomes from USPTO patents with 853,638 reactions. Predict the reaction yield, written as a fraction of the theoretical maximum amount of product (1.0 means a 100% yield; for example, 0.34 means a 34% yield). (1) The reactants are [CH3:1][C:2]1[CH:7]=[C:6]([CH3:8])[NH:5][C:4](=[O:9])[C:3]=1[C:10]#[N:11].[CH3:12][C:13]([O:16][C:17](O[C:17]([O:16][C:13]([CH3:15])([CH3:14])[CH3:12])=[O:18])=[O:18])([CH3:15])[CH3:14].CCN(CC)CC. The catalyst is C1COCC1.CO.[Ni]. The product is [CH3:1][C:2]1[CH:7]=[C:6]([CH3:8])[NH:5][C:4](=[O:9])[C:3]=1[CH2:10][NH:11][C:17](=[O:18])[O:16][C:13]([CH3:15])([CH3:14])[CH3:12]. The yield is 0.560. (2) The reactants are [F:1][C:2]1[CH:10]=[CH:9][C:5]([C:6]([OH:8])=O)=[C:4]([OH:11])[CH:3]=1.[Cl-].[C:13]([C:15]1[N:19]([CH3:20])[N:18]=[C:17]([CH2:21][NH2+:22][CH3:23])[CH:16]=1)#[N:14].CN(C(ON1N=NC2C=CC=NC1=2)=[N+](C)C)C.F[P-](F)(F)(F)(F)F.CCN(C(C)C)C(C)C. The catalyst is CN(C=O)C. The product is [C:13]([C:15]1[N:19]([CH3:20])[N:18]=[C:17]([CH2:21][N:22]([CH3:23])[C:6](=[O:8])[C:5]2[CH:9]=[CH:10][C:2]([F:1])=[CH:3][C:4]=2[OH:11])[CH:16]=1)#[N:14]. The yield is 0.400. (3) The reactants are [CH:1]([C:4]1[CH:9]=[CH:8][C:7]([N+:10]([O-])=O)=[CH:6][N:5]=1)([CH3:3])[CH3:2]. The catalyst is CO.[Ni]. The product is [CH:1]([C:4]1[CH:9]=[CH:8][C:7]([NH2:10])=[CH:6][N:5]=1)([CH3:3])[CH3:2]. The yield is 0.520.